From a dataset of Reaction yield outcomes from USPTO patents with 853,638 reactions. Predict the reaction yield, written as a fraction of the theoretical maximum amount of product (1.0 means a 100% yield; for example, 0.34 means a 34% yield). The product is [C:4]([CH:9]=[P:10]([C:23]1[CH:28]=[CH:27][CH:26]=[CH:25][CH:24]=1)([C:11]1[CH:12]=[CH:13][CH:14]=[CH:15][CH:16]=1)[C:17]1[CH:22]=[CH:21][CH:20]=[CH:19][CH:18]=1)([O:6][CH2:7][CH3:8])=[O:5]. The catalyst is O.C(Cl)(Cl)Cl. The yield is 0.900. The reactants are [OH-].[Na+].[Br-].[C:4]([CH2:9][P+:10]([C:23]1[CH:28]=[CH:27][CH:26]=[CH:25][CH:24]=1)([C:17]1[CH:22]=[CH:21][CH:20]=[CH:19][CH:18]=1)[C:11]1[CH:16]=[CH:15][CH:14]=[CH:13][CH:12]=1)([O:6][CH2:7][CH3:8])=[O:5].C1C=CC2C(C3C=CC(O)=CC=3)(C3C=CC(O)=CC=3)OC(=O)C=2C=1.